Task: Regression. Given two drug SMILES strings and cell line genomic features, predict the synergy score measuring deviation from expected non-interaction effect.. Dataset: NCI-60 drug combinations with 297,098 pairs across 59 cell lines (1) Drug 1: C1CC(=O)NC(=O)C1N2C(=O)C3=CC=CC=C3C2=O. Drug 2: C1CNP(=O)(OC1)N(CCCl)CCCl. Cell line: MDA-MB-231. Synergy scores: CSS=0.665, Synergy_ZIP=-2.10, Synergy_Bliss=-5.89, Synergy_Loewe=-0.413, Synergy_HSA=-4.08. (2) Drug 1: CCCCCOC(=O)NC1=NC(=O)N(C=C1F)C2C(C(C(O2)C)O)O. Drug 2: C1CCC(C(C1)N)N.C(=O)(C(=O)[O-])[O-].[Pt+4]. Cell line: DU-145. Synergy scores: CSS=19.4, Synergy_ZIP=-6.44, Synergy_Bliss=-4.86, Synergy_Loewe=-16.3, Synergy_HSA=-6.89. (3) Drug 1: CCC1=CC2CC(C3=C(CN(C2)C1)C4=CC=CC=C4N3)(C5=C(C=C6C(=C5)C78CCN9C7C(C=CC9)(C(C(C8N6C)(C(=O)OC)O)OC(=O)C)CC)OC)C(=O)OC.C(C(C(=O)O)O)(C(=O)O)O. Drug 2: CC1=C(C=C(C=C1)C(=O)NC2=CC(=CC(=C2)C(F)(F)F)N3C=C(N=C3)C)NC4=NC=CC(=N4)C5=CN=CC=C5. Cell line: MALME-3M. Synergy scores: CSS=41.3, Synergy_ZIP=9.18, Synergy_Bliss=10.2, Synergy_Loewe=-4.47, Synergy_HSA=8.97. (4) Drug 1: CC1C(C(CC(O1)OC2CC(OC(C2O)C)OC3=CC4=CC5=C(C(=O)C(C(C5)C(C(=O)C(C(C)O)O)OC)OC6CC(C(C(O6)C)O)OC7CC(C(C(O7)C)O)OC8CC(C(C(O8)C)O)(C)O)C(=C4C(=C3C)O)O)O)O. Drug 2: C1=NNC2=C1C(=O)NC=N2. Cell line: DU-145. Synergy scores: CSS=33.8, Synergy_ZIP=1.15, Synergy_Bliss=1.97, Synergy_Loewe=-2.54, Synergy_HSA=-1.81. (5) Drug 2: CN(CC1=CN=C2C(=N1)C(=NC(=N2)N)N)C3=CC=C(C=C3)C(=O)NC(CCC(=O)O)C(=O)O. Cell line: NCI-H522. Drug 1: CC1C(C(CC(O1)OC2CC(OC(C2O)C)OC3=CC4=CC5=C(C(=O)C(C(C5)C(C(=O)C(C(C)O)O)OC)OC6CC(C(C(O6)C)O)OC7CC(C(C(O7)C)O)OC8CC(C(C(O8)C)O)(C)O)C(=C4C(=C3C)O)O)O)O. Synergy scores: CSS=60.4, Synergy_ZIP=1.12, Synergy_Bliss=0.997, Synergy_Loewe=-2.75, Synergy_HSA=-1.55.